Dataset: Forward reaction prediction with 1.9M reactions from USPTO patents (1976-2016). Task: Predict the product of the given reaction. (1) Given the reactants [OH:1][C:2]1[C:11]2[C:6](=[CH:7][CH:8]=[CH:9][CH:10]=2)[O:5][C:4](=[O:12])[CH:3]=1.Br[CH2:14][CH2:15][CH:16]=[CH2:17].C([O-])([O-])=O.[K+].[K+], predict the reaction product. The product is: [CH2:17]([O:1][C:2]1[C:11]2[CH:10]=[CH:9][CH:8]=[CH:7][C:6]=2[O:5][C:4](=[O:12])[CH:3]=1)[CH2:16][CH:15]=[CH2:14]. (2) Given the reactants [C:1]([C:3]1[CH:4]=[C:5]([C:22]2[N:27]=[CH:26][N:25]=[C:24]([NH:28][C:29]3[CH:34]=[CH:33][C:32]([N:35]4[CH2:40][CH2:39][N:38](C(OC(C)(C)C)=O)[CH2:37][C@@H:36]4C)=[CH:31][CH:30]=3)[N:23]=2)[CH:6]=[CH:7][C:8]=1[O:9][C@H:10]1[CH2:15][CH2:14][N:13]([C:16](=[O:20])[C@@H:17]([OH:19])[CH3:18])[CH2:12][C@H:11]1[F:21])#[N:2].FC(F)(F)C(O)=O.C(=O)(O)[O-].[Na+], predict the reaction product. The product is: [F:21][C@H:11]1[C@@H:10]([O:9][C:8]2[CH:7]=[CH:6][C:5]([C:22]3[N:23]=[C:24]([NH:28][C:29]4[CH:30]=[CH:31][C:32]([N:35]5[CH2:36][CH2:37][NH:38][CH2:39][CH2:40]5)=[CH:33][CH:34]=4)[N:25]=[CH:26][N:27]=3)=[CH:4][C:3]=2[C:1]#[N:2])[CH2:15][CH2:14][N:13]([C:16](=[O:20])[C@@H:17]([OH:19])[CH3:18])[CH2:12]1. (3) Given the reactants [C:1]([C:3]1[CH:4]=[C:5]([C:17]2[S:21][C:20]([C:22]([O-:24])=[O:23])=[CH:19][CH:18]=2)[CH:6]=[CH:7][C:8]=1OS(C(F)(F)F)(=O)=O)#[N:2].[NH:25]1[CH2:31][CH2:30][CH2:29][CH2:28][CH2:27][CH2:26]1.O1CCOC[CH2:33]1, predict the reaction product. The product is: [N:25]1([C:8]2[CH:7]=[CH:6][C:5]([C:17]3[S:21][C:20]([C:22]([O:24][CH3:33])=[O:23])=[CH:19][CH:18]=3)=[CH:4][C:3]=2[C:1]#[N:2])[CH2:31][CH2:30][CH2:29][CH2:28][CH2:27][CH2:26]1. (4) Given the reactants Cl[C:2]1[C:3]2[N:10]([CH3:11])[CH:9]=[CH:8][C:4]=2[N:5]=[CH:6][N:7]=1.[N+:12]([C:15]1[CH:20]=[CH:19][C:18]([OH:21])=[C:17]([F:22])[CH:16]=1)([O-:14])=[O:13].C(=O)([O-])[O-].[Cs+].[Cs+], predict the reaction product. The product is: [F:22][C:17]1[CH:16]=[C:15]([N+:12]([O-:14])=[O:13])[CH:20]=[CH:19][C:18]=1[O:21][C:2]1[C:3]2[N:10]([CH3:11])[CH:9]=[CH:8][C:4]=2[N:5]=[CH:6][N:7]=1. (5) Given the reactants O=C1CCC(=O)N1O[C:9](=[O:35])[CH2:10][CH2:11][CH2:12][CH2:13][CH2:14][CH2:15][CH2:16][CH2:17][CH2:18][CH2:19][CH2:20][CH2:21][CH2:22][CH2:23][CH2:24][CH2:25][CH2:26][CH2:27][C:28]([O:30][C:31]([CH3:34])([CH3:33])[CH3:32])=[O:29].[NH2:36][C@H:37]([C:43]([O:45][C:46]([CH3:49])([CH3:48])[CH3:47])=[O:44])[CH2:38][CH2:39][C:40](=[O:42])[OH:41], predict the reaction product. The product is: [C:46]([O:45][C:43](=[O:44])[C@@H:37]([NH:36][C:9](=[O:35])[CH2:10][CH2:11][CH2:12][CH2:13][CH2:14][CH2:15][CH2:16][CH2:17][CH2:18][CH2:19][CH2:20][CH2:21][CH2:22][CH2:23][CH2:24][CH2:25][CH2:26][CH2:27][C:28]([O:30][C:31]([CH3:32])([CH3:33])[CH3:34])=[O:29])[CH2:38][CH2:39][C:40]([OH:42])=[O:41])([CH3:49])([CH3:47])[CH3:48]. (6) Given the reactants C(OC(=O)[NH:7][C:8]1[CH:13]=[CH:12][C:11]([F:14])=[C:10]([Br:15])[N:9]=1)(C)(C)C.C(O)(C(F)(F)F)=O, predict the reaction product. The product is: [Br:15][C:10]1[N:9]=[C:8]([NH2:7])[CH:13]=[CH:12][C:11]=1[F:14].